This data is from Reaction yield outcomes from USPTO patents with 853,638 reactions. The task is: Predict the reaction yield, written as a fraction of the theoretical maximum amount of product (1.0 means a 100% yield; for example, 0.34 means a 34% yield). (1) The reactants are [F:1][C:2]1[CH:3]=[CH:4][C:5]2[N:6]([CH:8]=[C:9]([C:11]([NH:13][C@H:14]3[CH2:19][CH2:18][C@@H:17]([N:20]4[C:25](=[O:26])[C:24]5[CH:27]=[C:28]([F:31])[CH:29]=[N:30][C:23]=5[N:22]([C:32]5[CH:33]=[C:34]([C:38]6[CH:43]=[CH:42][C:41](C=O)=[CH:40][CH:39]=6)[CH:35]=[CH:36][CH:37]=5)[C:21]4=[O:46])[CH2:16][CH2:15]3)=[O:12])[N:10]=2)[CH:7]=1.[C:47]([NH:54][CH2:55][CH2:56][NH:57][CH3:58])([O:49][C:50]([CH3:53])([CH3:52])[CH3:51])=[O:48].[C:59](O[BH-](OC(=O)C)OC(=O)C)(=O)C.[Na+]. The catalyst is ClCCCl.ClCCl. The product is [C:50]([O:49][C:47](=[O:48])[N:54]([CH2:55][CH2:56][NH:57][CH2:58][C:41]1[CH:40]=[CH:39][C:38]([C:34]2[CH:35]=[CH:36][CH:37]=[C:32]([N:22]3[C:23]4[N:30]=[CH:29][C:28]([F:31])=[CH:27][C:24]=4[C:25](=[O:26])[N:20]([C@H:17]4[CH2:16][CH2:15][C@@H:14]([NH:13][C:11]([C:9]5[N:10]=[C:5]6[CH:4]=[CH:3][C:2]([F:1])=[CH:7][N:6]6[CH:8]=5)=[O:12])[CH2:19][CH2:18]4)[C:21]3=[O:46])[CH:33]=2)=[CH:43][CH:42]=1)[CH3:59])([CH3:51])([CH3:52])[CH3:53]. The yield is 1.00. (2) No catalyst specified. The product is [CH3:9][O:8][C:5]1[CH:6]=[CH:7][C:2]([NH:10][C:11]2[CH:12]=[C:13]([CH:16]=[CH:17][CH:18]=2)[C:14]#[N:15])=[CH:3][CH:4]=1. The yield is 0.550. The reactants are Br[C:2]1[CH:7]=[CH:6][C:5]([O:8][CH3:9])=[CH:4][CH:3]=1.[NH2:10][C:11]1[CH:12]=[C:13]([CH:16]=[CH:17][CH:18]=1)[C:14]#[N:15]. (3) The catalyst is C1COCC1.O.C(OCC)(=O)C. The reactants are [NH2:1][C:2]1[CH:3]=[CH:4][C:5]([C:8]#[N:9])=[N:6][CH:7]=1.N1C=CC=CC=1.Cl[C:17]([O:19][C:20]1[CH:25]=[CH:24][CH:23]=[CH:22][CH:21]=1)=[O:18]. The product is [C:8]([C:5]1[N:6]=[CH:7][C:2]([NH:1][C:17](=[O:18])[O:19][C:20]2[CH:25]=[CH:24][CH:23]=[CH:22][CH:21]=2)=[CH:3][CH:4]=1)#[N:9]. The yield is 0.850. (4) The reactants are [O:1]1[CH:5]2[CH2:6][N:7](C(OC(C)(C)C)=O)[CH2:8][CH:4]2[O:3][CH2:2]1.[ClH:16]. The catalyst is ClCCl.C(O)(C)C. The product is [ClH:16].[O:1]1[CH:5]2[CH2:6][NH:7][CH2:8][CH:4]2[O:3][CH2:2]1. The yield is 0.950. (5) The reactants are C1CO[C:8]2[CH:7]=[CH:6][C:5]([NH:11][C:12]3[C:17]([F:18])=[CH:16][N:15]=[C:14]([NH:19][C:20]4[CH:25]=[CH:24][CH:23]=[C:22](O)C=4)[N:13]=3)=[CH:4][C:3]=2[O:2]1.ClC1N=C(NC2C=CC=[C:37]([OH:41])[CH:36]=2)C(F)=CN=1.CC1OC(C)=CC=1CN. No catalyst specified. The product is [CH3:36][C:37]1[O:41][C:23]([CH3:22])=[CH:24][C:25]=1[CH2:20][NH:19][C:14]1[N:13]=[C:12]([NH:11][C:5]2[CH:6]=[CH:7][CH:8]=[C:3]([OH:2])[CH:4]=2)[C:17]([F:18])=[CH:16][N:15]=1. The yield is 0.590.